Dataset: Forward reaction prediction with 1.9M reactions from USPTO patents (1976-2016). Task: Predict the product of the given reaction. (1) Given the reactants [CH3:1][O:2][C:3]1[N:4]=[CH:5][N:6]([CH3:10])[C:7]=1[CH2:8][NH2:9].[O-]S([O-])(=O)=O.[Na+].[Na+].[OH-].[K+].Br[CH2:21][CH2:22][CH2:23][C:24](Cl)=[O:25].[H-].[Na+], predict the reaction product. The product is: [CH3:1][O:2][C:3]1[N:4]=[CH:5][N:6]([CH3:10])[C:7]=1[CH2:8][N:9]1[CH2:21][CH2:22][CH2:23][C:24]1=[O:25]. (2) Given the reactants [C:1](Cl)(=[O:4])[CH2:2][CH3:3].[C:6](O)(=[O:14])[C:7]1[C:8](=[CH:10][CH:11]=[CH:12][CH:13]=1)[NH2:9].Cl, predict the reaction product. The product is: [CH2:2]([C:1]1[O:4][C:6](=[O:14])[C:7]2[CH:13]=[CH:12][CH:11]=[CH:10][C:8]=2[N:9]=1)[CH3:3]. (3) Given the reactants [CH:1]1([C@H:5]([NH:7][C:8]2[N:16]=[C:15]([C:17]#[N:18])[N:14]=[C:13]3[C:9]=2[N:10]([CH2:19][C@H:20]2[CH2:25][CH2:24][C@H:23]([C:26]([F:29])([F:28])[F:27])[CH2:22][CH2:21]2)[CH:11]=[N:12]3)[CH3:6])[CH2:4][CH2:3][CH2:2]1.Br[C:31]1[CH:36]=[C:35]([CH:37]([CH3:39])[CH3:38])[CH:34]=[CH:33][N:32]=1.[F-].[Cs+].C(O)(=O)C(C)(C)C, predict the reaction product. The product is: [CH:1]1([C@H:5]([NH:7][C:8]2[N:16]=[C:15]([C:17]#[N:18])[N:14]=[C:13]3[C:9]=2[N:10]([CH2:19][C@H:20]2[CH2:21][CH2:22][C@H:23]([C:26]([F:27])([F:28])[F:29])[CH2:24][CH2:25]2)[C:11]([C:31]2[CH:36]=[C:35]([CH:37]([CH3:39])[CH3:38])[CH:34]=[CH:33][N:32]=2)=[N:12]3)[CH3:6])[CH2:4][CH2:3][CH2:2]1. (4) Given the reactants [Br:1][C:2]1[CH:3]=[C:4]([CH:9]=[CH:10][C:11]=1[OH:12])[C:5]([O:7][CH3:8])=[O:6].N1C=CC=CC=1.[C:19](Cl)(=[O:21])[CH3:20].O, predict the reaction product. The product is: [C:19]([O:12][C:11]1[CH:10]=[CH:9][C:4]([C:5]([O:7][CH3:8])=[O:6])=[CH:3][C:2]=1[Br:1])(=[O:21])[CH3:20]. (5) Given the reactants O[CH2:2][C:3]1[CH:4]=[C:5]([OH:9])[CH:6]=[CH:7][CH:8]=1.ClCCl.C(Br)(Br)(Br)[Br:14], predict the reaction product. The product is: [Br:14][CH2:2][C:3]1[CH:4]=[C:5]([OH:9])[CH:6]=[CH:7][CH:8]=1. (6) Given the reactants [O:1]1[C:5]([CH2:6][OH:7])=[CH:4][N:3]=[CH:2]1.CN(C=O)C.[CH2:13](Br)[C:14]1[CH:19]=[CH:18][CH:17]=[CH:16][CH:15]=1.[H-].[Na+], predict the reaction product. The product is: [C:14]1([CH2:13][O:7][CH2:6][C:5]2[O:1][CH:2]=[N:3][CH:4]=2)[CH:19]=[CH:18][CH:17]=[CH:16][CH:15]=1. (7) Given the reactants C([O:8][NH:9][C:10]([C:12]1[C:17]([O:18]CC2C=CC=CC=2)=[C:16]([CH2:26][OH:27])[C:15]([C:28]([NH:30][CH2:31][C:32]2[CH:37]=[CH:36][C:35]([O:38][CH3:39])=[CH:34][CH:33]=2)=[O:29])=[CH:14][N:13]=1)=[O:11])C1C=CC=CC=1, predict the reaction product. The product is: [OH:8][NH:9][C:10]([C:12]1[C:17]([OH:18])=[C:16]([CH2:26][OH:27])[C:15]([C:28]([NH:30][CH2:31][C:32]2[CH:33]=[CH:34][C:35]([O:38][CH3:39])=[CH:36][CH:37]=2)=[O:29])=[CH:14][N:13]=1)=[O:11]. (8) Given the reactants S(Cl)(Cl)=O.[Cl:5][C:6]1[CH:7]=[C:8]([CH2:12][C:13]([OH:15])=[O:14])[CH:9]=[CH:10][CH:11]=1.[CH3:16]O, predict the reaction product. The product is: [Cl:5][C:6]1[CH:7]=[C:8]([CH2:12][C:13]([O:15][CH3:16])=[O:14])[CH:9]=[CH:10][CH:11]=1. (9) Given the reactants Cl.[CH3:2][O:3][C:4]1[CH:5]=[C:6]([C:12]2[C@@H:21]3[C@@H:16]([CH2:17][CH2:18][CH2:19][CH2:20]3)[C:15](=[O:22])[N:14]([CH:23]3[CH2:28][CH2:27][NH:26][CH2:25][CH2:24]3)[N:13]=2)[CH:7]=[CH:8][C:9]=1[O:10][CH3:11].[C:29]([O:33][C:34]([NH:36][C@@H:37]([C:46](O)=[O:47])[CH2:38][C:39]1[CH:44]=[CH:43][C:42]([OH:45])=[CH:41][CH:40]=1)=[O:35])([CH3:32])([CH3:31])[CH3:30].CCOC(C(C#N)=NOC(N1CCOCC1)=[N+](C)C)=O.F[P-](F)(F)(F)(F)F.CCN(C(C)C)C(C)C.C(=O)(O)[O-].[Na+], predict the reaction product. The product is: [CH3:2][O:3][C:4]1[CH:5]=[C:6]([C:12]2[C@@H:21]3[C@@H:16]([CH2:17][CH2:18][CH2:19][CH2:20]3)[C:15](=[O:22])[N:14]([CH:23]3[CH2:24][CH2:25][N:26]([C:46](=[O:47])[C@H:37]([NH:36][C:34](=[O:35])[O:33][C:29]([CH3:30])([CH3:31])[CH3:32])[CH2:38][C:39]4[CH:40]=[CH:41][C:42]([OH:45])=[CH:43][CH:44]=4)[CH2:27][CH2:28]3)[N:13]=2)[CH:7]=[CH:8][C:9]=1[O:10][CH3:11]. (10) Given the reactants [NH2:1][C:2]1[N:10]=[C:9]2[C:5]([N:6]=[CH:7][N:8]2[CH2:11][C:12](O)=[O:13])=[C:4]([NH:15][C:16]([O:18][CH2:19][C:20]2[CH:25]=[CH:24][CH:23]=[CH:22][CH:21]=2)=[O:17])[N:3]=1.Cl.[CH:27]1[C:39]2[CH:38]([CH2:40][O:41][C:42]([NH:44][CH2:45][CH2:46][NH:47][CH2:48][C:49]([O:51][C:52]([CH3:55])([CH3:54])[CH3:53])=[O:50])=[O:43])[C:37]3[C:32](=[CH:33][CH:34]=[CH:35][CH:36]=3)[C:31]=2[CH:30]=[CH:29][CH:28]=1.C(N(CC)CC)C.N1(OC(N(C)C)=[N+](C)C)C2C=CC=CC=2N=N1.F[P-](F)(F)(F)(F)F, predict the reaction product. The product is: [NH2:1][C:2]1[N:10]=[C:9]2[C:5]([N:6]=[CH:7][N:8]2[CH2:11][C:12]([N:47]([CH2:46][CH2:45][NH:44][C:42]([O:41][CH2:40][CH:38]2[C:39]3[CH:27]=[CH:28][CH:29]=[CH:30][C:31]=3[C:32]3[C:37]2=[CH:36][CH:35]=[CH:34][CH:33]=3)=[O:43])[CH2:48][C:49]([OH:51])=[O:50])=[O:13])=[C:4]([NH:15][C:16]([O:18][CH2:19][C:20]2[CH:25]=[CH:24][CH:23]=[CH:22][CH:21]=2)=[O:17])[N:3]=1.[NH2:1][C:2]1[N:10]=[C:9]2[C:5]([N:6]=[CH:7][N:8]2[CH2:11][C:12]([N:47]([CH2:46][CH2:45][NH:44][C:42]([O:41][CH2:40][CH:38]2[C:37]3[CH:36]=[CH:35][CH:34]=[CH:33][C:32]=3[C:31]3[C:39]2=[CH:27][CH:28]=[CH:29][CH:30]=3)=[O:43])[CH2:48][C:49]([O:51][C:52]([CH3:55])([CH3:54])[CH3:53])=[O:50])=[O:13])=[C:4]([NH:15][C:16]([O:18][CH2:19][C:20]2[CH:25]=[CH:24][CH:23]=[CH:22][CH:21]=2)=[O:17])[N:3]=1.